From a dataset of Full USPTO retrosynthesis dataset with 1.9M reactions from patents (1976-2016). Predict the reactants needed to synthesize the given product. (1) The reactants are: [OH:1][C:2]1([C:12](=[O:14])[CH3:13])[CH2:7][C:6]([CH3:9])([CH3:8])[O:5][C:4]([CH3:11])([CH3:10])[CH2:3]1.[Br:15]Br. Given the product [Br:15][CH2:13][C:12]([C:2]1([OH:1])[CH2:7][C:6]([CH3:8])([CH3:9])[O:5][C:4]([CH3:11])([CH3:10])[CH2:3]1)=[O:14], predict the reactants needed to synthesize it. (2) Given the product [CH3:26][N:27]1[CH2:32][CH2:31][N:30]([CH:2]2[C:10]3[C:5](=[CH:6][CH:7]=[C:8]([NH:11][S:12]([C:15]4[S:19][C:18]5[CH:20]=[CH:21][C:22]([Cl:24])=[CH:23][C:17]=5[C:16]=4[CH3:25])(=[O:14])=[O:13])[CH:9]=3)[CH2:4][CH2:3]2)[CH2:29][CH2:28]1, predict the reactants needed to synthesize it. The reactants are: O=[C:2]1[C:10]2[C:5](=[CH:6][CH:7]=[C:8]([NH:11][S:12]([C:15]3[S:19][C:18]4[CH:20]=[CH:21][C:22]([Cl:24])=[CH:23][C:17]=4[C:16]=3[CH3:25])(=[O:14])=[O:13])[CH:9]=2)[CH2:4][CH2:3]1.[CH3:26][N:27]1[CH2:32][CH2:31][NH:30][CH2:29][CH2:28]1.[BH4-].[Na+].C(=O)([O-])[O-].[Na+].[Na+].